The task is: Predict which catalyst facilitates the given reaction.. This data is from Catalyst prediction with 721,799 reactions and 888 catalyst types from USPTO. (1) Reactant: Cl[S:2]([C:5]1[CH:14]=[C:13]([CH2:15][NH:16][S:17]([CH3:20])(=[O:19])=[O:18])[CH:12]=[CH:11][C:6]=1[C:7]([O:9][CH3:10])=[O:8])(=[O:4])=[O:3].[NH3:21]. Product: [S:2]([C:5]1[CH:14]=[C:13]([CH2:15][NH:16][S:17]([CH3:20])(=[O:19])=[O:18])[CH:12]=[CH:11][C:6]=1[C:7]([O:9][CH3:10])=[O:8])(=[O:4])(=[O:3])[NH2:21]. The catalyst class is: 1. (2) Reactant: [H-].C([Al+]CC(C)C)C(C)C.C[O:12][C:13](=O)[C:14]1[CH:19]=[CH:18][C:17]([CH2:20][O:21][C:22]2[CH:27]=[C:26]([I:28])[C:25]([Cl:29])=[CH:24][C:23]=2[Cl:30])=[CH:16][CH:15]=1.CO. Product: [Cl:30][C:23]1[CH:24]=[C:25]([Cl:29])[C:26]([I:28])=[CH:27][C:22]=1[O:21][CH2:20][C:17]1[CH:18]=[CH:19][C:14]([CH2:13][OH:12])=[CH:15][CH:16]=1. The catalyst class is: 4. (3) Reactant: Br[C:2]1[CH:7]=[CH:6][CH:5]=[CH:4][C:3]=1[C:8]([CH3:13])([CH3:12])[C:9]([NH2:11])=[O:10].F[B-](F)(F)F.C([PH+](C(C)(C)C)C(C)(C)C)(C)(C)C.[CH2:32]([Si:34]([C:39]#[CH:40])([CH2:37][CH3:38])[CH2:35][CH3:36])[CH3:33]. Product: [CH3:12][C:8]([C:3]1[CH:4]=[CH:5][CH:6]=[CH:7][C:2]=1[C:33]#[C:32][Si:34]([CH2:39][CH3:40])([CH2:37][CH3:38])[CH2:35][CH3:36])([CH3:13])[C:9]([NH2:11])=[O:10]. The catalyst class is: 654. (4) Reactant: [H-].C([Al+]CC(C)C)C(C)C.[Cl:11][C:12]1[CH:17]=[C:16]([CH3:18])[N:15]=[CH:14][C:13]=1[C:19](OC)=[O:20]. The catalyst class is: 4. Product: [Cl:11][C:12]1[CH:17]=[C:16]([CH3:18])[N:15]=[CH:14][C:13]=1[CH2:19][OH:20]. (5) Reactant: [NH:1]1[CH:5]=[CH:4][CH:3]=[C:2]1[C:6]1[O:10][N:9]=[C:8]([C:11]2[CH:12]=[N:13][CH:14]=[CH:15][CH:16]=2)[N:7]=1.[CH3:17][Si](C)(C)[N-][Si](C)(C)C.[Na+].IC. Product: [CH3:17][N:1]1[CH:5]=[CH:4][CH:3]=[C:2]1[C:6]1[O:10][N:9]=[C:8]([C:11]2[CH:12]=[N:13][CH:14]=[CH:15][CH:16]=2)[N:7]=1. The catalyst class is: 1. (6) Reactant: [OH-].[K+].[Br:3][C:4]1[C:13]2[S:14][C:15]([CH3:18])=[C:16]([CH3:17])[C:12]=2[C:11]([C:19]2[CH:24]=[CH:23][C:22]([O:25]C(=O)C)=[CH:21][CH:20]=2)=[C:10]2[C:5]=1[CH:6]=[CH:7][CH:8]=[CH:9]2.CO. Product: [Br:3][C:4]1[C:13]2[S:14][C:15]([CH3:18])=[C:16]([CH3:17])[C:12]=2[C:11]([C:19]2[CH:20]=[CH:21][C:22]([OH:25])=[CH:23][CH:24]=2)=[C:10]2[C:5]=1[CH:6]=[CH:7][CH:8]=[CH:9]2. The catalyst class is: 1.